This data is from Full USPTO retrosynthesis dataset with 1.9M reactions from patents (1976-2016). The task is: Predict the reactants needed to synthesize the given product. Given the product [C:37]1([C:40]2[CH:45]=[CH:44][CH:43]=[CH:42][CH:41]=2)[CH:38]=[CH:39][C:34]([C:32]([C:31]2[CH:46]=[CH:47][C:48]([O:49][CH3:50])=[C:29]([O:28][CH3:27])[CH:30]=2)=[CH:59][C:60]#[N:61])=[CH:35][CH:36]=1, predict the reactants needed to synthesize it. The reactants are: COC1C=C(C(C2C=CC(OC)=C(OC)C=2)=CC(OC)=O)C=CC=1OC.[CH3:27][O:28][C:29]1[CH:30]=[C:31]([CH:46]=[CH:47][C:48]=1[O:49][CH3:50])[C:32]([C:34]1[CH:39]=[CH:38][C:37]([C:40]2[CH:45]=[CH:44][CH:43]=[CH:42][CH:41]=2)=[CH:36][CH:35]=1)=O.C(OP([CH2:59][C:60]#[N:61])(=O)OCC)C.C[Si](C)(C)[N-][Si](C)(C)C.[Li+].